Dataset: Reaction yield outcomes from USPTO patents with 853,638 reactions. Task: Predict the reaction yield, written as a fraction of the theoretical maximum amount of product (1.0 means a 100% yield; for example, 0.34 means a 34% yield). (1) The reactants are [OH-].[Na+].[NH2:3][C:4]1[CH:5]=[C:6]([CH:10]=[CH:11][CH:12]=1)[C:7]([OH:9])=[O:8].[C:13](Cl)(=[O:20])[C:14]1[CH:19]=[CH:18][CH:17]=[CH:16][CH:15]=1.Cl. The catalyst is O. The product is [C:13]([NH:3][C:4]1[CH:5]=[C:6]([CH:10]=[CH:11][CH:12]=1)[C:7]([OH:9])=[O:8])(=[O:20])[C:14]1[CH:19]=[CH:18][CH:17]=[CH:16][CH:15]=1. The yield is 0.790. (2) The reactants are [CH2:1]1N2CN3CN(C2)CN1C3.[C:11](O)(C(F)(F)F)=[O:12].[Br:18][C:19]1[CH:24]=[CH:23][C:22]([OH:25])=[CH:21][CH:20]=1.OS(O)(=O)=O.[OH2:31]. No catalyst specified. The product is [CH:1]([C:23]1[CH:24]=[C:19]([Br:18])[CH:20]=[C:21]([CH:11]=[O:12])[C:22]=1[OH:25])=[O:31]. The yield is 0.600. (3) The reactants are [NH2:1][C@@H:2]1[C:18]2=[N:19][C:15](=[C:16]([Br:28])[N:17]2[CH2:20][O:21][CH2:22][CH2:23][Si:24]([CH3:27])([CH3:26])[CH3:25])[C:14]2[C:9](=[CH:10][C:11]([NH:29][C:30](=[O:33])[O:31][CH3:32])=[CH:12][CH:13]=2)[NH:8][C:7](=[O:34])[C@H:6]([CH3:35])[CH2:5][CH2:4][CH2:3]1.[Cl:36][C:37]1[C:38]([F:71])=[C:39]([C:44]2[CH2:45][CH2:46]N(C3C4C=C(C=CN=4)C4C=NNC=4NC(=O)C(C)CCC3)C(=O)C=2)[C:40]([F:43])=[CH:41][CH:42]=1.[CH2:72]([O:74][P:75]([CH2:80][C:81](O)=[O:82])([O:77][CH2:78][CH3:79])=[O:76])[CH3:73].C(P1(=O)OP(CCC)(=O)OP(CCC)(=O)[O:88]1)CC. The catalyst is C(Cl)Cl. The product is [Br:28][C:16]1[N:17]([CH2:20][O:21][CH2:22][CH2:23][Si:24]([CH3:26])([CH3:27])[CH3:25])[C:18]2[C@@H:2]([N:1]([CH2:46][CH2:45][C:44]([C:39]3[C:40]([F:43])=[CH:41][CH:42]=[C:37]([Cl:36])[C:38]=3[F:71])=[O:88])[C:81](=[O:82])[CH2:80][P:75]([O:77][CH2:78][CH3:79])([O:74][CH2:72][CH3:73])=[O:76])[CH2:3][CH2:4][CH2:5][C@@H:6]([CH3:35])[C:7](=[O:34])[NH:8][C:9]3[C:14]([C:15]=1[N:19]=2)=[CH:13][CH:12]=[C:11]([NH:29][C:30](=[O:33])[O:31][CH3:32])[CH:10]=3. The yield is 0.950. (4) The reactants are [CH2:1]([O:3][C:4](=[O:17])/[CH:5]=[C:6](/[O:8][C:9]1[CH:14]=[CH:13][CH:12]=[CH:11][C:10]=1[S:15][CH3:16])\[CH3:7])[CH3:2].[Br:18]N1C(=O)CCC1=O.C(OOC(=O)C1C=CC=CC=1)(=O)C1C=CC=CC=1. The catalyst is C(Cl)(Cl)(Cl)Cl. The product is [CH2:1]([O:3][C:4](=[O:17])/[CH:5]=[C:6](/[O:8][C:9]1[CH:14]=[CH:13][CH:12]=[CH:11][C:10]=1[S:15][CH3:16])\[CH2:7][Br:18])[CH3:2]. The yield is 0.380. (5) The reactants are [NH:1]1[CH:5]=[C:4]([CH2:6][CH2:7][C:8]([OH:10])=O)[N:3]=[CH:2]1.C1N=CN([C:16]([N:18]2[CH:22]=[N:21][CH:20]=[CH:19]2)=O)C=1.CCN(CCC[CH:31]([NH:33][C:34]1[CH:35]=[C:36](/C=C/C2C=CC=CC=2Cl)[N:37]=[C:38]2[CH:43]=[C:42]([Cl:44])[CH:41]=[CH:40][C:39]=12)C)CC. The catalyst is C1COCC1. The product is [Cl:44][C:42]1[CH:43]=[C:38]2[C:39]([C:34]([NH:33][CH2:31][CH2:22][N:18]([CH3:16])[CH2:19][CH2:20][NH:21][C:8](=[O:10])[CH2:7][CH2:6][C:4]3[N:3]=[CH:2][NH:1][CH:5]=3)=[CH:35][CH:36]=[N:37]2)=[CH:40][CH:41]=1. The yield is 0.230. (6) The reactants are [CH2:1]([O:8][CH2:9][CH2:10][CH2:11][CH2:12][CH2:13][OH:14])[C:2]1[CH:7]=[CH:6][CH:5]=[CH:4][CH:3]=1.Br[CH2:16][C:17]([O:19][C:20]([CH3:23])([CH3:22])[CH3:21])=[O:18].[OH-].[Na+]. The catalyst is [Cl-].C([N+](CCCC)(CCCC)CCCC)CCC.C(Cl)Cl. The product is [CH2:1]([O:8][CH2:9][CH2:10][CH2:11][CH2:12][CH2:13][O:14][CH2:16][C:17]([O:19][C:20]([CH3:23])([CH3:22])[CH3:21])=[O:18])[C:2]1[CH:7]=[CH:6][CH:5]=[CH:4][CH:3]=1. The yield is 0.316. (7) The reactants are [F:1][C:2]1[CH:16]=[CH:15][C:5]([O:6][C:7]2[CH:14]=[CH:13][C:10]([CH:11]=O)=[CH:9][CH:8]=2)=[CH:4][CH:3]=1.[N+:17]([CH3:20])([O-:19])=[O:18].C([O-])(=O)C.[NH4+].[BH4-].[Na+]. The catalyst is O.C(O)(=O)C.CS(C)=O.C(OCC)(=O)C. The product is [F:1][C:2]1[CH:16]=[CH:15][C:5]([O:6][C:7]2[CH:14]=[CH:13][C:10]([CH2:11][CH2:20][N+:17]([O-:19])=[O:18])=[CH:9][CH:8]=2)=[CH:4][CH:3]=1. The yield is 0.526. (8) The reactants are C[O:2][C:3](=[O:24])[CH:4]([C:11]1[CH:16]=[CH:15][C:14]([S:17]([CH3:20])(=[O:19])=[O:18])=[C:13]([N+:21]([O-:23])=[O:22])[CH:12]=1)[CH2:5][CH:6]1[CH2:10][CH2:9][CH2:8][CH2:7]1.[OH-].[Li+].Cl.C(OCC)(=O)C. The catalyst is O1CCCC1.O. The product is [CH:6]1([CH2:5][CH:4]([C:11]2[CH:16]=[CH:15][C:14]([S:17]([CH3:20])(=[O:19])=[O:18])=[C:13]([N+:21]([O-:23])=[O:22])[CH:12]=2)[C:3]([OH:24])=[O:2])[CH2:10][CH2:9][CH2:8][CH2:7]1. The yield is 0.880.